From a dataset of Full USPTO retrosynthesis dataset with 1.9M reactions from patents (1976-2016). Predict the reactants needed to synthesize the given product. (1) The reactants are: [C:1]([C:3]1[CH:8]=[CH:7][CH:6]=[CH:5][C:4]=1[C:9]1[CH:14]=[CH:13][C:12]([CH2:15][CH:16]([C:22](=O)[CH2:23][CH2:24][CH3:25])[C:17](OCC)=[O:18])=[CH:11][CH:10]=1)#[N:2].[O:27]1[C:31]2([CH2:36][CH2:35][CH:34]([NH:37][C:38]3[NH:42][CH:41]=[N:40][N:39]=3)[CH2:33][CH2:32]2)[O:30][CH2:29][CH2:28]1. Given the product [O:27]1[C:31]2([CH2:32][CH2:33][CH:34]([N:37]3[C:17](=[O:18])[C:16]([CH2:15][C:12]4[CH:13]=[CH:14][C:9]([C:4]5[C:3]([C:1]#[N:2])=[CH:8][CH:7]=[CH:6][CH:5]=5)=[CH:10][CH:11]=4)=[C:22]([CH2:23][CH2:24][CH3:25])[N:39]4[N:40]=[CH:41][N:42]=[C:38]34)[CH2:35][CH2:36]2)[O:30][CH2:29][CH2:28]1, predict the reactants needed to synthesize it. (2) Given the product [OH:12][C:13]1[CH:14]=[C:15]([C@@H:21]([C:29]2[CH:34]=[CH:33][CH:32]=[CH:31][CH:30]=2)[CH2:22][C:23]2[CH:24]=[CH:25][N:26]=[CH:27][CH:28]=2)[CH:16]=[CH:17][C:18]=1[O:19][CH3:20], predict the reactants needed to synthesize it. The reactants are: [H-].[Na+].C(S)CC.C1([O:12][C:13]2[CH:14]=[C:15]([C@@H:21]([C:29]3[CH:34]=[CH:33][CH:32]=[CH:31][CH:30]=3)[CH2:22][C:23]3[CH:28]=[CH:27][N:26]=[CH:25][CH:24]=3)[CH:16]=[CH:17][C:18]=2[O:19][CH3:20])CCCC1. (3) Given the product [CH3:16][O:17][C:5]1[CH:14]=[CH:12][C:10]([CH2:5][CH2:6][CH:8]([N:1]=[N+:2]=[N-:3])[CH3:10])=[CH:8][CH:6]=1, predict the reactants needed to synthesize it. The reactants are: [N-:1]=[N+:2]=[N-:3].O[CH2:5][C:6]1(O[CH2:14][C@@H:12](O)[C@@H:10](O)[C@H:8]1O)O.[CH3:16][OH:17]. (4) Given the product [CH3:1][O:2][C:3](=[O:31])[CH2:4][C:5]1[C:14]2[C:9](=[CH:10][C:11]([O:17][CH3:18])=[C:12]([O:15][CH3:16])[CH:13]=2)[C:8]([C:19](=[O:33])[C:20]2[CH:25]=[CH:24][CH:23]=[C:22]([O:26][CH:27]([CH2:29][CH3:30])[CH3:28])[CH:21]=2)=[N:7][CH:6]=1, predict the reactants needed to synthesize it. The reactants are: [CH3:1][O:2][C:3](=[O:31])[CH2:4][C:5]1[C:14]2[C:9](=[CH:10][C:11]([O:17][CH3:18])=[C:12]([O:15][CH3:16])[CH:13]=2)[C:8]([CH2:19][C:20]2[CH:25]=[CH:24][CH:23]=[C:22]([O:26][CH:27]([CH2:29][CH3:30])[CH3:28])[CH:21]=2)=[N:7][CH:6]=1.[Se](=O)=[O:33].C(OCC)(=O)C.CCCCCC. (5) Given the product [Cl:1][C:2]1[CH:7]=[C:6]([O:8][C:9]2[CH:14]=[CH:13][CH:12]=[CH:11][C:10]=2[Cl:15])[CH:5]=[CH:4][C:3]=1[C:16](=[N:19][OH:20])[CH3:17], predict the reactants needed to synthesize it. The reactants are: [Cl:1][C:2]1[CH:7]=[C:6]([O:8][C:9]2[CH:14]=[CH:13][CH:12]=[CH:11][C:10]=2[Cl:15])[CH:5]=[CH:4][C:3]=1[C:16](=O)[CH3:17].[NH2:19][OH:20]. (6) Given the product [CH2:22]([N:8]([CH2:1][C:2]1[CH:7]=[CH:6][CH:5]=[CH:4][CH:3]=1)[CH2:9][C:10]([O:12][CH3:13])=[O:11])[CH:21]=[CH2:20], predict the reactants needed to synthesize it. The reactants are: [CH2:1]([NH:8][CH2:9][C:10]([O:12][CH3:13])=[O:11])[C:2]1[CH:7]=[CH:6][CH:5]=[CH:4][CH:3]=1.C([O-])([O-])=O.[K+].[K+].[CH2:20](Br)[CH:21]=[CH2:22]. (7) Given the product [CH:47]1([C:45]2[CH:44]=[C:43]([F:50])[C:40]3[C:41](=[O:42])[N:35]([C:7]4[CH:8]=[CH:9][CH:10]=[C:11]([C:12]5[CH:17]=[CH:16][N:15]=[C:14]6[NH:18][C:19]([C:21]7[CH:22]=[CH:23][C:24]([C:27]([N:29]8[CH2:30][CH2:31][O:32][CH2:33][CH2:34]8)=[O:28])=[CH:25][CH:26]=7)=[N:20][C:13]=56)[C:6]=4[CH2:5][OH:4])[CH2:36][CH2:37][O:38][C:39]=3[CH:46]=2)[CH2:49][CH2:48]1, predict the reactants needed to synthesize it. The reactants are: C([O:4][CH2:5][C:6]1[C:11]([C:12]2[CH:17]=[CH:16][N:15]=[C:14]3[NH:18][C:19]([C:21]4[CH:26]=[CH:25][C:24]([C:27]([N:29]5[CH2:34][CH2:33][O:32][CH2:31][CH2:30]5)=[O:28])=[CH:23][CH:22]=4)=[N:20][C:13]=23)=[CH:10][CH:9]=[CH:8][C:7]=1[N:35]1[C:41](=[O:42])[C:40]2[C:43]([F:50])=[CH:44][C:45]([CH:47]3[CH2:49][CH2:48]3)=[CH:46][C:39]=2[O:38][CH2:37][CH2:36]1)(=O)C.[Li+].[OH-]. (8) Given the product [CH:1]1([NH:5][C:6](=[O:34])[NH:7][C:8]2[CH:32]=[CH:31][C:11]([C:12]([N:14]3[CH2:19][CH2:18][N:17]([CH2:20][C:21]4[N:26]=[C:25]([C:27]([O-:29])=[O:28])[CH:24]=[CH:23][CH:22]=4)[CH2:16][CH2:15]3)=[O:13])=[CH:10][C:9]=2[F:33])[CH2:4][CH2:3][CH2:2]1.[Na+:36], predict the reactants needed to synthesize it. The reactants are: [CH:1]1([NH:5][C:6](=[O:34])[NH:7][C:8]2[CH:32]=[CH:31][C:11]([C:12]([N:14]3[CH2:19][CH2:18][N:17]([CH2:20][C:21]4[N:26]=[C:25]([C:27]([O:29]C)=[O:28])[CH:24]=[CH:23][CH:22]=4)[CH2:16][CH2:15]3)=[O:13])=[CH:10][C:9]=2[F:33])[CH2:4][CH2:3][CH2:2]1.[OH-].[Na+:36]. (9) Given the product [CH3:17][O:5][C:4](=[O:6])[C:3]1[CH:7]=[CH:8][C:9]([O:11][CH3:12])=[CH:10][C:2]=1[F:1], predict the reactants needed to synthesize it. The reactants are: [F:1][C:2]1[CH:10]=[C:9]([O:11][CH3:12])[CH:8]=[CH:7][C:3]=1[C:4]([OH:6])=[O:5].S(Cl)(Cl)=O.[CH3:17]O.